This data is from TCR-epitope binding with 47,182 pairs between 192 epitopes and 23,139 TCRs. The task is: Binary Classification. Given a T-cell receptor sequence (or CDR3 region) and an epitope sequence, predict whether binding occurs between them. (1) The epitope is LEPLVDLPI. The TCR CDR3 sequence is CASSLLMESNSPLHF. Result: 1 (the TCR binds to the epitope). (2) The epitope is RIFTIGTVTLK. The TCR CDR3 sequence is CASSLAGGNQETQYF. Result: 0 (the TCR does not bind to the epitope). (3) The epitope is TTLPVNVAF. The TCR CDR3 sequence is CASSLVPGPNGDYGYTF. Result: 0 (the TCR does not bind to the epitope). (4) The epitope is PKYVKQNTLKLAT. The TCR CDR3 sequence is CASSVAGGETEAFF. Result: 1 (the TCR binds to the epitope).